From a dataset of Reaction yield outcomes from USPTO patents with 853,638 reactions. Predict the reaction yield, written as a fraction of the theoretical maximum amount of product (1.0 means a 100% yield; for example, 0.34 means a 34% yield). The reactants are [O:1]1[C:5]2[CH:6]=[CH:7][C:8]([CH:10]=[CH:11][C:12]([OH:14])=O)=[CH:9][C:4]=2[O:3][CH2:2]1.[Cl:15]CCl. The catalyst is CN(C)C=O. The product is [O:1]1[C:5]2[CH:6]=[CH:7][C:8]([CH:10]=[CH:11][C:12]([Cl:15])=[O:14])=[CH:9][C:4]=2[O:3][CH2:2]1. The yield is 0.980.